This data is from Full USPTO retrosynthesis dataset with 1.9M reactions from patents (1976-2016). The task is: Predict the reactants needed to synthesize the given product. (1) Given the product [CH3:1][O:2][C:3](=[O:23])[CH2:4][CH2:5][CH2:6][CH2:7][C:8]1[O:22][C:11]([C:13]2[CH:18]=[C:17]([Cl:19])[CH:16]=[CH:15][C:14]=2[O:20][CH3:21])=[CH:10][N:9]=1, predict the reactants needed to synthesize it. The reactants are: [CH3:1][O:2][C:3](=[O:23])[CH2:4][CH2:5][CH2:6][CH2:7][C:8](=[O:22])[NH:9][CH2:10][C:11]([C:13]1[CH:18]=[C:17]([Cl:19])[CH:16]=[CH:15][C:14]=1[O:20][CH3:21])=O. (2) Given the product [Br:19][CH:13]([C:5]1[CH:4]=[C:3]([C:2]([F:17])([F:16])[F:1])[CH:8]=[C:7]([C:9]([F:12])([F:11])[F:10])[CH:6]=1)[CH3:14], predict the reactants needed to synthesize it. The reactants are: [F:1][C:2]([F:17])([F:16])[C:3]1[CH:4]=[C:5]([CH:13](O)[CH3:14])[CH:6]=[C:7]([C:9]([F:12])([F:11])[F:10])[CH:8]=1.P(Br)(Br)[Br:19]. (3) Given the product [F:1][C:2]1[CH:7]=[C:6]([CH3:8])[C:5]([N+:11]([O-:13])=[O:12])=[C:4]([F:9])[C:3]=1[F:10], predict the reactants needed to synthesize it. The reactants are: [F:1][C:2]1[CH:7]=[C:6]([CH3:8])[CH:5]=[C:4]([F:9])[C:3]=1[F:10].[N+:11]([O-])([OH:13])=[O:12]. (4) Given the product [NH:1]1[C:5]2[CH:6]=[CH:7][C:8]([CH2:10][OH:11])=[CH:9][C:4]=2[N:3]=[CH:2]1, predict the reactants needed to synthesize it. The reactants are: [NH:1]1[C:5]2[CH:6]=[CH:7][C:8]([C:10](O)=[O:11])=[CH:9][C:4]=2[N:3]=[CH:2]1.C1COCC1.[H-].[Al+3].[Li+].[H-].[H-].[H-].C(OCC)(=O)C. (5) Given the product [C:46]([C:42]1[CH:41]=[C:40]([NH:39][C:37](=[O:38])[N:36]([CH2:35][CH2:34][C:33]2[CH:49]=[CH:50][C:30]([B:25]([OH:27])[OH:26])=[CH:31][C:32]=2[CH2:51][CH3:52])[CH3:48])[CH:45]=[CH:44][CH:43]=1)#[N:47], predict the reactants needed to synthesize it. The reactants are: C(C1C=C(NC(=O)CCCC2C=CC([B:25]([OH:27])[OH:26])=CC=2)C=CC=1S(CC)(=O)=O)#N.Br[C:30]1[CH:50]=[CH:49][C:33]([CH2:34][CH2:35][N:36]([CH3:48])[C:37]([NH:39][C:40]2[CH:45]=[CH:44][CH:43]=[C:42]([C:46]#[N:47])[CH:41]=2)=[O:38])=[C:32]([CH2:51][CH3:52])[CH:31]=1. (6) Given the product [NH2:30][CH2:29][C:9]1([NH:8][C:4]2[CH:5]=[CH:6][CH:7]=[C:2]([F:1])[CH:3]=2)[CH2:10][CH2:11][N:12]([CH2:15][C:16]2[CH:17]=[C:18]([C:22]3[CH:27]=[CH:26][CH:25]=[CH:24][C:23]=3[CH3:28])[CH:19]=[CH:20][CH:21]=2)[CH2:13][CH2:14]1, predict the reactants needed to synthesize it. The reactants are: [F:1][C:2]1[CH:3]=[C:4]([NH:8][C:9]2([C:29]#[N:30])[CH2:14][CH2:13][N:12]([CH2:15][C:16]3[CH:17]=[C:18]([C:22]4[CH:27]=[CH:26][CH:25]=[CH:24][C:23]=4[CH3:28])[CH:19]=[CH:20][CH:21]=3)[CH2:11][CH2:10]2)[CH:5]=[CH:6][CH:7]=1.